From a dataset of Full USPTO retrosynthesis dataset with 1.9M reactions from patents (1976-2016). Predict the reactants needed to synthesize the given product. (1) Given the product [Cl-:17].[CH3:7][O:8][Si:9]([CH2:14][CH2:15][CH2:16][N+:1]1[CH:6]=[CH:5][CH:4]=[CH:3][CH:2]=1)([O:12][CH3:13])[O:10][CH3:11], predict the reactants needed to synthesize it. The reactants are: [N:1]1[CH:6]=[CH:5][CH:4]=[CH:3][CH:2]=1.[CH3:7][O:8][Si:9]([CH2:14][CH2:15][CH2:16][Cl:17])([O:12][CH3:13])[O:10][CH3:11]. (2) Given the product [CH3:34][C:32]1[O:31][N:30]=[C:29]([C:28]2[N:18]3[N:17]=[C:16]([O:14][CH2:13][C:11]4[CH:10]=[CH:9][CH:8]=[C:7]([N:1]5[CH2:2][CH2:3][O:4][CH2:5][CH2:6]5)[N:12]=4)[C:25]4[C:20]([C:19]3=[N:26][N:27]=2)=[CH:21][CH:22]=[CH:23][CH:24]=4)[CH:33]=1, predict the reactants needed to synthesize it. The reactants are: [N:1]1([C:7]2[N:12]=[C:11]([CH2:13][OH:14])[CH:10]=[CH:9][CH:8]=2)[CH2:6][CH2:5][O:4][CH2:3][CH2:2]1.Cl[C:16]1[C:25]2[C:20](=[CH:21][CH:22]=[CH:23][CH:24]=2)[C:19]2=[N:26][N:27]=[C:28]([C:29]3[CH:33]=[C:32]([CH3:34])[O:31][N:30]=3)[N:18]2[N:17]=1.